This data is from Reaction yield outcomes from USPTO patents with 853,638 reactions. The task is: Predict the reaction yield, written as a fraction of the theoretical maximum amount of product (1.0 means a 100% yield; for example, 0.34 means a 34% yield). (1) The yield is 0.440. The catalyst is C(Cl)Cl. The product is [Br:1][C:2]1[CH:7]=[CH:6][C:5]([NH:8][C:9]2[CH:20]=[N+:19]([O-:30])[CH:18]=[CH:17][C:10]=2[C:11]([NH:13][O:14][CH2:15][CH3:16])=[O:12])=[C:4]([CH3:21])[CH:3]=1. The reactants are [Br:1][C:2]1[CH:7]=[CH:6][C:5]([NH:8][C:9]2[CH:20]=[N:19][CH:18]=[CH:17][C:10]=2[C:11]([NH:13][O:14][CH2:15][CH3:16])=[O:12])=[C:4]([CH3:21])[CH:3]=1.ClC1C=CC=C(C(OO)=[O:30])C=1. (2) The reactants are [NH2:1][C:2]1[N:6]([C:7]2[CH:8]=[CH:9][C:10]([O:15][Si:16]([CH:23]([CH3:25])[CH3:24])([CH:20]([CH3:22])[CH3:21])[CH:17]([CH3:19])[CH3:18])=[C:11]([CH2:13][OH:14])[CH:12]=2)[N:5]=[C:4]([C:26]([CH3:29])([CH3:28])[CH3:27])[CH:3]=1.[OH-].[Na+].[Cl:32][C:33]([Cl:40])([Cl:39])[CH2:34][O:35][C:36](Cl)=[O:37]. The catalyst is CCOC(C)=O.O. The product is [Cl:32][C:33]([Cl:40])([Cl:39])[CH2:34][O:35][C:36](=[O:37])[NH:1][C:2]1[N:6]([C:7]2[CH:8]=[CH:9][C:10]([O:15][Si:16]([CH:20]([CH3:21])[CH3:22])([CH:23]([CH3:25])[CH3:24])[CH:17]([CH3:18])[CH3:19])=[C:11]([CH2:13][OH:14])[CH:12]=2)[N:5]=[C:4]([C:26]([CH3:29])([CH3:28])[CH3:27])[CH:3]=1. The yield is 0.840. (3) The reactants are [Cl:1][C:2]1[N:7]=[C:6]([N:8]2[CH2:13][CH:12]([CH3:14])[NH:11][CH:10]([CH3:15])[CH2:9]2)[N:5]=[C:4]([CH:16]([O:18]C)[CH3:17])[N:3]=1.B(Br)(Br)Br.O. The catalyst is C(Cl)Cl. The product is [Cl:1][C:2]1[N:7]=[C:6]([N:8]2[CH2:9][CH:10]([CH3:15])[NH:11][CH:12]([CH3:14])[CH2:13]2)[N:5]=[C:4]([CH:16]([OH:18])[CH3:17])[N:3]=1. The yield is 0.650. (4) The reactants are [O:1]=[C:2]1[NH:7][CH2:6][CH2:5][N:4]([C:8]([O:10][C:11]([CH3:14])([CH3:13])[CH3:12])=[O:9])[CH2:3]1.[H-].[Na+].[Br:17][C:18]1[CH:23]=[CH:22][C:21]([CH2:24]Br)=[CH:20][CH:19]=1. The catalyst is CN(C)C=O. The product is [Br:17][C:18]1[CH:23]=[CH:22][C:21]([CH2:24][N:7]2[CH2:6][CH2:5][N:4]([C:8]([O:10][C:11]([CH3:14])([CH3:13])[CH3:12])=[O:9])[CH2:3][C:2]2=[O:1])=[CH:20][CH:19]=1. The yield is 0.830. (5) The reactants are ClC(Cl)(O[C:5](=[O:11])OC(Cl)(Cl)Cl)Cl.Cl.[F:14][C:15]1[CH:28]=[CH:27][C:18]([C:19]([CH:21]2[CH2:26][CH2:25][NH:24][CH2:23][CH2:22]2)=[O:20])=[CH:17][CH:16]=1.CCN(C(C)C)C(C)C.[F:38][C:39]1[CH:46]=[CH:45][C:42]([NH:43][CH3:44])=[CH:41][CH:40]=1. The catalyst is C(Cl)Cl. The product is [CH3:44][N:43]([C:5]([N:24]1[CH2:25][CH2:26][CH:21]([C:19](=[O:20])[C:18]2[CH:17]=[CH:16][C:15]([F:14])=[CH:28][CH:27]=2)[CH2:22][CH2:23]1)=[O:11])[C:42]1[CH:45]=[CH:46][C:39]([F:38])=[CH:40][CH:41]=1. The yield is 0.180. (6) The reactants are [Br:1][C:2]1[CH:3]=[C:4]([C:9]2[O:13][N:12]=[CH:11][C:10]=2[CH2:14][CH2:15][C:16]([OH:18])=[O:17])[CH:5]=[CH:6][C:7]=1[F:8].S(=O)(=O)(O)O.[CH3:24]O. No catalyst specified. The product is [Br:1][C:2]1[CH:3]=[C:4]([C:9]2[O:13][N:12]=[CH:11][C:10]=2[CH2:14][CH2:15][C:16]([O:18][CH3:24])=[O:17])[CH:5]=[CH:6][C:7]=1[F:8]. The yield is 0.960.